The task is: Regression/Classification. Given a drug SMILES string, predict its absorption, distribution, metabolism, or excretion properties. Task type varies by dataset: regression for continuous measurements (e.g., permeability, clearance, half-life) or binary classification for categorical outcomes (e.g., BBB penetration, CYP inhibition). Dataset: cyp3a4_veith.. This data is from CYP3A4 inhibition data for predicting drug metabolism from PubChem BioAssay. The molecule is O=S(=O)(O)Cc1ccccc1.O=S(=O)(O)[C@@H](CO)c1ccccc1. The result is 0 (non-inhibitor).